Task: Regression. Given a peptide amino acid sequence and an MHC pseudo amino acid sequence, predict their binding affinity value. This is MHC class II binding data.. Dataset: Peptide-MHC class II binding affinity with 134,281 pairs from IEDB (1) The peptide sequence is RPDAEYWNSQPEIL. The MHC is H-2-IAb with pseudo-sequence H-2-IAb. The binding affinity (normalized) is 0.0641. (2) The binding affinity (normalized) is 0.695. The MHC is DRB1_0802 with pseudo-sequence DRB1_0802. The peptide sequence is AYVLLSEKKISSIQS. (3) The peptide sequence is DRPFQLFEFYAREPDV. The MHC is DRB1_1101 with pseudo-sequence DRB1_1101. The binding affinity (normalized) is 0.396. (4) The peptide sequence is PPPPQLGASPYKLGP. The MHC is DRB1_1101 with pseudo-sequence DRB1_1101. The binding affinity (normalized) is 0.126. (5) The peptide sequence is RGFTGLQGLPGPPGPSGD. The MHC is DRB1_0406 with pseudo-sequence DRB1_0403. The binding affinity (normalized) is 0.337.